Task: Predict the reaction yield, written as a fraction of the theoretical maximum amount of product (1.0 means a 100% yield; for example, 0.34 means a 34% yield).. Dataset: Reaction yield outcomes from USPTO patents with 853,638 reactions (1) The yield is 0.600. The reactants are Cl[C:2]1[C:11]2[C:6](=[CH:7][C:8]([O:14][CH3:15])=[C:9]([O:12][CH3:13])[CH:10]=2)[N:5]=[CH:4][CH:3]=1.[CH3:16][C:17]([C:19]1[C:28]2[C:23](=[CH:24][CH:25]=[CH:26][CH:27]=2)[CH:22]=[CH:21][C:20]=1[OH:29])=[O:18].O. The product is [CH3:13][O:12][C:9]1[CH:10]=[C:11]2[C:6](=[CH:7][C:8]=1[O:14][CH3:15])[N:5]=[CH:4][CH:3]=[C:2]2[O:29][C:20]1[CH:21]=[CH:22][C:23]2[C:28](=[CH:27][CH:26]=[CH:25][CH:24]=2)[C:19]=1[C:17](=[O:18])[CH3:16]. The catalyst is CN(C)C1C=CN=CC=1.ClC1C=CC=CC=1Cl. (2) The reactants are [O:1]=[C:2]1[NH:8][C:7]2[CH:9]=[CH:10][CH:11]=[CH:12][C:6]=2[O:5][C@H:4]([C:13]2[CH:18]=[CH:17][CH:16]=[CH:15][CH:14]=2)[C@@H:3]1[NH:19][C:20](=[O:26])[O:21][C:22]([CH3:25])([CH3:24])[CH3:23].I[CH:28]([CH3:30])[CH3:29].C(=O)([O-])[O-].[Cs+].[Cs+]. The catalyst is CN(C=O)C.O. The product is [CH:28]([N:8]1[C:7]2[CH:9]=[CH:10][CH:11]=[CH:12][C:6]=2[O:5][C@H:4]([C:13]2[CH:18]=[CH:17][CH:16]=[CH:15][CH:14]=2)[C@H:3]([NH:19][C:20](=[O:26])[O:21][C:22]([CH3:23])([CH3:25])[CH3:24])[C:2]1=[O:1])([CH3:30])[CH3:29]. The yield is 0.580. (3) The reactants are [F:1][C:2]1[CH:3]=[CH:4][C:5]2[O:11][CH2:10][CH2:9][N:8]3[CH:12]=[C:13]([C:15]([NH2:17])=O)[N:14]=[C:7]3[C:6]=2[CH:18]=1.CO[C:21](OC)([N:23](C)C)[CH3:22].C1(C)C=CC=CC=1.Cl.[CH:36]([NH:39]N)([CH3:38])[CH3:37]. No catalyst specified. The product is [F:1][C:2]1[CH:3]=[CH:4][C:5]2[O:11][CH2:10][CH2:9][N:8]3[CH:12]=[C:13]([C:15]4[N:39]([CH:36]([CH3:38])[CH3:37])[N:23]=[C:21]([CH3:22])[N:17]=4)[N:14]=[C:7]3[C:6]=2[CH:18]=1. The yield is 0.260. (4) The reactants are [NH2:1][C:2]1[N:7]=[C:6]([NH2:8])[C:5]([C:9]([C:11]2[CH:16]=[C:15]([O:17][CH3:18])[C:14]([O:19][CH3:20])=[CH:13][C:12]=2[CH:21]([CH3:29])[CH2:22][C:23]2[CH:28]=[CH:27][CH:26]=[CH:25][CH:24]=2)=O)=[CH:4][N:3]=1.[H-].[H-].[H-].[H-].[Li+].[Al+3].FC(F)(F)C(O)=O.C([SiH](CC)CC)C.C([O-])([O-])=O.[K+].[K+]. The catalyst is C1COCC1.C(Cl)Cl. The product is [CH3:20][O:19][C:14]1[C:15]([O:17][CH3:18])=[CH:16][C:11]([CH2:9][C:5]2[C:6]([NH2:8])=[N:7][C:2]([NH2:1])=[N:3][CH:4]=2)=[C:12]([CH:21]([CH3:29])[CH2:22][C:23]2[CH:24]=[CH:25][CH:26]=[CH:27][CH:28]=2)[CH:13]=1. The yield is 0.580. (5) The reactants are [CH2:1]([O:3][C:4]([C:6]1[C:14]2[C:9](=[CH:10][C:11]([Br:21])=[C:12]([CH2:15][C:16]([O:18]CC)=[O:17])[CH:13]=2)[NH:8][C:7]=1[CH3:22])=[O:5])[CH3:2].[OH-].[K+]. The catalyst is C(O)C. The product is [CH2:1]([O:3][C:4]([C:6]1[C:14]2[C:9](=[CH:10][C:11]([Br:21])=[C:12]([CH2:15][C:16]([OH:18])=[O:17])[CH:13]=2)[NH:8][C:7]=1[CH3:22])=[O:5])[CH3:2]. The yield is 0.660.